Dataset: NCI-60 drug combinations with 297,098 pairs across 59 cell lines. Task: Regression. Given two drug SMILES strings and cell line genomic features, predict the synergy score measuring deviation from expected non-interaction effect. (1) Cell line: UACC62. Synergy scores: CSS=1.98, Synergy_ZIP=-0.391, Synergy_Bliss=-1.31, Synergy_Loewe=-31.5, Synergy_HSA=-3.53. Drug 2: CN1C(=O)N2C=NC(=C2N=N1)C(=O)N. Drug 1: CC(C1=C(C=CC(=C1Cl)F)Cl)OC2=C(N=CC(=C2)C3=CN(N=C3)C4CCNCC4)N. (2) Drug 1: CN1C2=C(C=C(C=C2)N(CCCl)CCCl)N=C1CCCC(=O)O.Cl. Drug 2: C1=NC2=C(N1)C(=S)N=CN2. Cell line: MCF7. Synergy scores: CSS=34.8, Synergy_ZIP=-4.05, Synergy_Bliss=-4.69, Synergy_Loewe=-39.6, Synergy_HSA=-5.95. (3) Drug 1: CN1CCC(CC1)COC2=C(C=C3C(=C2)N=CN=C3NC4=C(C=C(C=C4)Br)F)OC. Drug 2: CN1C2=C(C=C(C=C2)N(CCCl)CCCl)N=C1CCCC(=O)O.Cl. Cell line: MCF7. Synergy scores: CSS=22.9, Synergy_ZIP=-1.06, Synergy_Bliss=6.86, Synergy_Loewe=5.74, Synergy_HSA=7.55. (4) Drug 1: CS(=O)(=O)CCNCC1=CC=C(O1)C2=CC3=C(C=C2)N=CN=C3NC4=CC(=C(C=C4)OCC5=CC(=CC=C5)F)Cl. Drug 2: C1CN1C2=NC(=NC(=N2)N3CC3)N4CC4. Cell line: NCI-H322M. Synergy scores: CSS=17.1, Synergy_ZIP=-3.94, Synergy_Bliss=1.61, Synergy_Loewe=0.563, Synergy_HSA=0.373. (5) Drug 1: CC1=C(N=C(N=C1N)C(CC(=O)N)NCC(C(=O)N)N)C(=O)NC(C(C2=CN=CN2)OC3C(C(C(C(O3)CO)O)O)OC4C(C(C(C(O4)CO)O)OC(=O)N)O)C(=O)NC(C)C(C(C)C(=O)NC(C(C)O)C(=O)NCCC5=NC(=CS5)C6=NC(=CS6)C(=O)NCCC[S+](C)C)O. Drug 2: C(CN)CNCCSP(=O)(O)O. Cell line: COLO 205. Synergy scores: CSS=12.4, Synergy_ZIP=12.9, Synergy_Bliss=11.9, Synergy_Loewe=10.3, Synergy_HSA=10.3.